This data is from Forward reaction prediction with 1.9M reactions from USPTO patents (1976-2016). The task is: Predict the product of the given reaction. Given the reactants [CH3:1][N:2]([CH3:28])[C:3]([C:5]1[N:22]([CH:23]2[CH2:27][CH2:26][CH2:25][CH2:24]2)[C:8]2[N:9]=[C:10]([NH:13][C:14]3[CH:19]=[CH:18][C:17]([CH:20]=O)=[CH:16][N:15]=3)[N:11]=[CH:12][C:7]=2[CH:6]=1)=[O:4].[CH3:29][S:30]([N:33]1[CH2:38][CH2:37][NH:36][CH2:35][CH2:34]1)(=[O:32])=[O:31], predict the reaction product. The product is: [CH3:1][N:2]([CH3:28])[C:3]([C:5]1[N:22]([CH:23]2[CH2:24][CH2:25][CH2:26][CH2:27]2)[C:8]2[N:9]=[C:10]([NH:13][C:14]3[CH:19]=[CH:18][C:17]([CH2:20][N:36]4[CH2:37][CH2:38][N:33]([S:30]([CH3:29])(=[O:32])=[O:31])[CH2:34][CH2:35]4)=[CH:16][N:15]=3)[N:11]=[CH:12][C:7]=2[CH:6]=1)=[O:4].